This data is from Full USPTO retrosynthesis dataset with 1.9M reactions from patents (1976-2016). The task is: Predict the reactants needed to synthesize the given product. (1) Given the product [C:3]([O:7][C:8]([N:10]1[CH2:11][CH2:12][N:13]([CH2:16][C:17]2[CH:22]=[C:21]([NH2:23])[C:20]([C:26]([O:28][CH2:29][CH3:30])=[O:27])=[CH:19][C:18]=2[O:31][C:32]([F:34])([F:35])[F:33])[CH2:14][CH2:15]1)=[O:9])([CH3:4])([CH3:5])[CH3:6], predict the reactants needed to synthesize it. The reactants are: [Cl-].[NH4+].[C:3]([O:7][C:8]([N:10]1[CH2:15][CH2:14][N:13]([CH2:16][C:17]2[CH:22]=[C:21]([N+:23]([O-])=O)[C:20]([C:26]([O:28][CH2:29][CH3:30])=[O:27])=[CH:19][C:18]=2[O:31][C:32]([F:35])([F:34])[F:33])[CH2:12][CH2:11]1)=[O:9])([CH3:6])([CH3:5])[CH3:4]. (2) The reactants are: [F:1][C:2]([F:41])([F:40])[C:3]1[CH:4]=[C:5]([C@H:13]2[O:17][C:16](=[O:18])[N:15]([CH2:19][C:20]3[C:25]([C:26]4[CH:31]=[C:30]([CH:32]([CH3:34])[CH3:33])[C:29]([F:35])=[CH:28][C:27]=4[O:36][CH3:37])=[CH:24][CH:23]=[C:22](Cl)[N:21]=3)[C@H:14]2[CH3:39])[CH:6]=[C:7]([C:9]([F:12])([F:11])[F:10])[CH:8]=1.[C:42](B(O)O)([CH3:44])=[CH2:43]. Given the product [F:1][C:2]([F:41])([F:40])[C:3]1[CH:4]=[C:5]([C@H:13]2[O:17][C:16](=[O:18])[N:15]([CH2:19][C:20]3[C:25]([C:26]4[CH:31]=[C:30]([CH:32]([CH3:34])[CH3:33])[C:29]([F:35])=[CH:28][C:27]=4[O:36][CH3:37])=[CH:24][CH:23]=[C:22]([C:42]([CH3:44])=[CH2:43])[N:21]=3)[C@H:14]2[CH3:39])[CH:6]=[C:7]([C:9]([F:12])([F:11])[F:10])[CH:8]=1, predict the reactants needed to synthesize it. (3) Given the product [OH:19][C:14]1[CH:15]=[CH:16][CH:17]=[CH:18][C:13]=1[C:12]1[N:8]([CH2:7][CH2:6][CH2:5][CH2:4][C:3]([OH:21])=[O:2])[N:9]=[N:10][CH:11]=1, predict the reactants needed to synthesize it. The reactants are: C[O:2][C:3](=[O:21])[CH2:4][CH2:5][CH2:6][CH2:7][N:8]1[C:12]([C:13]2[CH:18]=[CH:17][CH:16]=[CH:15][C:14]=2[O:19]C)=[CH:11][N:10]=[N:9]1.Br.[OH-].[Na+]. (4) Given the product [NH:1]1[C:5]2[CH:6]=[CH:7][CH:8]=[CH:9][C:4]=2[N:3]=[C:2]1[CH:10]([O:23][CH:24]1[CH2:29][CH2:28][N:27]([CH3:30])[CH2:26][CH2:25]1)[C:11]1[CH:12]=[C:13]([CH:17]=[CH:18][CH2:19][CH2:20][CH2:21][NH2:22])[CH:14]=[CH:15][CH:16]=1, predict the reactants needed to synthesize it. The reactants are: [NH:1]1[C:5]2[CH:6]=[CH:7][CH:8]=[CH:9][C:4]=2[N:3]=[C:2]1[CH:10]([O:23][CH:24]1[CH2:29][CH2:28][N:27]([CH3:30])[CH2:26][CH2:25]1)[C:11]1[CH:12]=[C:13]([C:17]#[C:18][CH2:19][CH2:20][CH2:21][NH2:22])[CH:14]=[CH:15][CH:16]=1.O.[OH-].[K+]. (5) Given the product [OH:48][C:49]1[CH:50]=[CH:51][C:52]([N:55]([CH3:86])[C:56]([C:58]2[CH:59]=[C:60]([C:67]3[CH:68]=[C:69]4[C:74](=[CH:75][C:76]=3[C:77]([O:2][CH3:1])=[O:78])[CH2:73][N:72]([C:79]([O:81][C:82]([CH3:83])([CH3:85])[CH3:84])=[O:80])[CH2:71][CH2:70]4)[N:61]3[C:66]=2[CH2:65][CH2:64][CH2:63][CH2:62]3)=[O:57])=[CH:53][CH:54]=1, predict the reactants needed to synthesize it. The reactants are: [CH:1](C1C=C2C(CCN(C(OC(C)(C)C)=O)C2)=CC=1O)=[O:2].C(C1C(O)=CC=C2C=1CCN(C(OC(C)(C)C)=O)C2)=O.[Si]([O:48][C:49]1[CH:54]=[CH:53][C:52]([N:55]([CH3:86])[C:56]([C:58]2[CH:59]=[C:60]([C:67]3[CH:68]=[C:69]4[C:74](=[CH:75][C:76]=3[CH:77]=[O:78])[CH2:73][N:72]([C:79]([O:81][C:82]([CH3:85])([CH3:84])[CH3:83])=[O:80])[CH2:71][CH2:70]4)[N:61]3[C:66]=2[CH2:65][CH2:64][CH2:63][CH2:62]3)=[O:57])=[CH:51][CH:50]=1)(C(C)(C)C)(C)C. (6) Given the product [O:1]1[CH2:6][CH2:5][N:4]([CH2:7][CH2:8][CH2:9][NH:10][C:11]2[N:16]=[C:15]([C:17]([OH:19])=[O:18])[CH:14]=[CH:13][C:12]=2[N+:22]([O-:24])=[O:23])[CH2:3][CH2:2]1, predict the reactants needed to synthesize it. The reactants are: [O:1]1[CH2:6][CH2:5][N:4]([CH2:7][CH2:8][CH2:9][NH:10][C:11]2[N:16]=[C:15]([C:17]([O:19]CC)=[O:18])[CH:14]=[CH:13][C:12]=2[N+:22]([O-:24])=[O:23])[CH2:3][CH2:2]1.Cl. (7) Given the product [F:23][C:20]([F:22])([F:21])[C:17]1[CH:18]=[CH:19][C:14]([CH2:13][N:10]2[C:11](=[O:12])[C:6]([C:4]([NH:28][CH2:29][C:30]([OH:32])=[O:31])=[O:5])=[C:7]([OH:27])[C:8]3=[CH:26][CH:25]=[CH:24][N:9]23)=[CH:15][CH:16]=1, predict the reactants needed to synthesize it. The reactants are: C(O[C:4]([C:6]1[C:11](=[O:12])[N:10]([CH2:13][C:14]2[CH:19]=[CH:18][C:17]([C:20]([F:23])([F:22])[F:21])=[CH:16][CH:15]=2)[N:9]2[CH:24]=[CH:25][CH:26]=[C:8]2[C:7]=1[OH:27])=[O:5])C.[NH2:28][CH2:29][C:30]([O-:32])=[O:31].[Na+].